From a dataset of Forward reaction prediction with 1.9M reactions from USPTO patents (1976-2016). Predict the product of the given reaction. (1) Given the reactants Cl[C:2]1[N:7]=[C:6]([NH2:8])[C:5]([CH3:9])=[CH:4][N:3]=1.[N:10]1([CH2:16][C:17]2[CH:22]=[CH:21][C:20]([NH2:23])=[CH:19][CH:18]=2)[CH2:15][CH2:14][O:13][CH2:12][CH2:11]1, predict the reaction product. The product is: [CH3:9][C:5]1[C:6]([NH2:8])=[N:7][C:2]([NH:23][C:20]2[CH:19]=[CH:18][C:17]([CH2:16][N:10]3[CH2:11][CH2:12][O:13][CH2:14][CH2:15]3)=[CH:22][CH:21]=2)=[N:3][CH:4]=1. (2) Given the reactants O[C@@H]([C@@H](CCCC1C=CC=CC=1)C(O)=O)C(N1CCOCC1)=O.C[O:25][C:26](=[O:47])[C@@H:27]([CH:37]([F:46])[C:38]([N:40]1[CH2:45][CH2:44][O:43][CH2:42][CH2:41]1)=[O:39])[CH2:28][CH2:29][CH2:30][C:31]1[CH:36]=[CH:35][CH:34]=[CH:33][CH:32]=1, predict the reaction product. The product is: [F:46][CH:37]([C@@H:27]([CH2:28][CH2:29][CH2:30][C:31]1[CH:32]=[CH:33][CH:34]=[CH:35][CH:36]=1)[C:26]([OH:47])=[O:25])[C:38]([N:40]1[CH2:41][CH2:42][O:43][CH2:44][CH2:45]1)=[O:39]. (3) Given the reactants C(N(CC)C(C)C)(C)C.F[P-](F)(F)(F)(F)F.CN(C(ON1C2=NC=CC=C2N=N1)=[N+](C)C)C.[C:34]([O:38][C:39]([NH:41][CH2:42][C@H:43]1[CH2:48][CH2:47][C@H:46]([C:49]([NH:51][C@H:52]([C:69](=[O:82])[NH:70][C:71]2[CH:76]=[CH:75][C:74]([C:77]3[N:78]=[N:79][NH:80][N:81]=3)=[CH:73][CH:72]=2)[CH2:53][C:54]2[CH:59]=[CH:58][C:57]([C:60]3[C:61]([C:66](O)=[O:67])=[CH:62][CH:63]=[CH:64][CH:65]=3)=[CH:56][CH:55]=2)=[O:50])[CH2:45][CH2:44]1)=[O:40])([CH3:37])([CH3:36])[CH3:35].[NH2:83][CH:84]1[CH2:89][CH2:88][N:87]([C:90]([O:92][C:93]([CH3:96])([CH3:95])[CH3:94])=[O:91])[CH2:86][CH2:85]1, predict the reaction product. The product is: [C:34]([O:38][C:39]([NH:41][CH2:42][C@H:43]1[CH2:48][CH2:47][C@H:46]([C:49]([NH:51][C@H:52]([C:69](=[O:82])[NH:70][C:71]2[CH:76]=[CH:75][C:74]([C:77]3[N:78]=[N:79][NH:80][N:81]=3)=[CH:73][CH:72]=2)[CH2:53][C:54]2[CH:59]=[CH:58][C:57]([C:60]3[CH:65]=[CH:64][CH:63]=[CH:62][C:61]=3[C:66]([NH:83][CH:84]3[CH2:85][CH2:86][N:87]([C:90]([O:92][C:93]([CH3:96])([CH3:95])[CH3:94])=[O:91])[CH2:88][CH2:89]3)=[O:67])=[CH:56][CH:55]=2)=[O:50])[CH2:45][CH2:44]1)=[O:40])([CH3:37])([CH3:35])[CH3:36]. (4) Given the reactants F[C:2](F)(F)C(O)=O.[CH3:8][C:9]1[CH:25]=[C:24]([C:26]2[CH:31]=[CH:30][N:29]=[CH:28][CH:27]=2)[CH:23]=[C:22]([CH3:32])[C:10]=1[O:11][C:12]1[C:13]2N[N:20]=[N:19][C:14]=2[N:15]=[C:16](Cl)[N:17]=1.[NH2:33][C:34]1[CH:41]=[CH:40][C:37]([C:38]#[N:39])=[CH:36][CH:35]=1.FC(F)(F)CO, predict the reaction product. The product is: [CH3:8][C:9]1[CH:25]=[C:24]([C:26]2[CH:27]=[CH:28][N:29]=[CH:30][CH:31]=2)[CH:23]=[C:22]([CH3:32])[C:10]=1[O:11][C:12]1[N:17]=[C:16]([NH:33][C:34]2[CH:41]=[CH:40][C:37]([C:38]#[N:39])=[CH:36][CH:35]=2)[N:15]=[C:14]2[NH:19][N:20]=[CH:2][C:13]=12. (5) Given the reactants [Cl:1][C:2]1[CH:3]=[CH:4][C:5]2[N:11]3[C:12]([C:15]([Cl:18])([F:17])[F:16])=[N:13][N:14]=[C:10]3[C@@H:9]([CH2:19][C:20]([O:22][CH2:23][CH3:24])=[O:21])[O:8][C@H:7]([C:25]3[CH:30]=[CH:29][CH:28]=[C:27]([O:31][CH3:32])[C:26]=3[Cl:33])[C:6]=2[CH:34]=1.CCCCCC, predict the reaction product. The product is: [Cl:1][C:2]1[CH:3]=[CH:4][C:5]2[N:11]3[C:12]([C:15]([Cl:18])([F:17])[F:16])=[N:13][N:14]=[C:10]3[C@@H:9]([CH2:19][C:20]([O:22][CH2:23][CH3:24])=[O:21])[O:8][C@H:7]([C:25]3[CH:30]=[CH:29][CH:28]=[C:27]([O:31][CH3:32])[C:26]=3[Cl:33])[C:6]=2[CH:34]=1.[Cl:1][C:2]1[CH:3]=[CH:4][C:5]2[N:11]3[C:12]([C:15]([Cl:18])([F:17])[F:16])=[N:13][N:14]=[C:10]3[C@H:9]([CH2:19][C:20]([O:22][CH2:23][CH3:24])=[O:21])[O:8][C@@H:7]([C:25]3[CH:30]=[CH:29][CH:28]=[C:27]([O:31][CH3:32])[C:26]=3[Cl:33])[C:6]=2[CH:34]=1.